Dataset: Merck oncology drug combination screen with 23,052 pairs across 39 cell lines. Task: Regression. Given two drug SMILES strings and cell line genomic features, predict the synergy score measuring deviation from expected non-interaction effect. (1) Drug 1: CCN(CC)CCNC(=O)c1c(C)[nH]c(C=C2C(=O)Nc3ccc(F)cc32)c1C. Drug 2: CCC1(O)C(=O)OCc2c1cc1n(c2=O)Cc2cc3c(CN(C)C)c(O)ccc3nc2-1. Cell line: NCIH460. Synergy scores: synergy=-0.448. (2) Cell line: KPL1. Drug 2: C=CCn1c(=O)c2cnc(Nc3ccc(N4CCN(C)CC4)cc3)nc2n1-c1cccc(C(C)(C)O)n1. Drug 1: CCC1(O)CC2CN(CCc3c([nH]c4ccccc34)C(C(=O)OC)(c3cc4c(cc3OC)N(C)C3C(O)(C(=O)OC)C(OC(C)=O)C5(CC)C=CCN6CCC43C65)C2)C1. Synergy scores: synergy=11.2. (3) Drug 1: CC(=O)OC1C(=O)C2(C)C(O)CC3OCC3(OC(C)=O)C2C(OC(=O)c2ccccc2)C2(O)CC(OC(=O)C(O)C(NC(=O)c3ccccc3)c3ccccc3)C(C)=C1C2(C)C. Drug 2: O=C(NOCC(O)CO)c1ccc(F)c(F)c1Nc1ccc(I)cc1F. Cell line: RPMI7951. Synergy scores: synergy=7.98. (4) Drug 1: O=S1(=O)NC2(CN1CC(F)(F)F)C1CCC2Cc2cc(C=CCN3CCC(C(F)(F)F)CC3)ccc2C1. Drug 2: NC1CCCCC1N.O=C(O)C(=O)O.[Pt+2]. Cell line: LNCAP. Synergy scores: synergy=-15.5. (5) Drug 1: CS(=O)(=O)CCNCc1ccc(-c2ccc3ncnc(Nc4ccc(OCc5cccc(F)c5)c(Cl)c4)c3c2)o1. Drug 2: COC1CC2CCC(C)C(O)(O2)C(=O)C(=O)N2CCCCC2C(=O)OC(C(C)CC2CCC(OP(C)(C)=O)C(OC)C2)CC(=O)C(C)C=C(C)C(O)C(OC)C(=O)C(C)CC(C)C=CC=CC=C1C. Cell line: A2058. Synergy scores: synergy=32.5. (6) Drug 1: O=C(CCCCCCC(=O)Nc1ccccc1)NO. Drug 2: C=CCn1c(=O)c2cnc(Nc3ccc(N4CCN(C)CC4)cc3)nc2n1-c1cccc(C(C)(C)O)n1. Cell line: HT29. Synergy scores: synergy=-3.08.